Dataset: Blood-brain barrier permeability classification from the B3DB database. Task: Regression/Classification. Given a drug SMILES string, predict its absorption, distribution, metabolism, or excretion properties. Task type varies by dataset: regression for continuous measurements (e.g., permeability, clearance, half-life) or binary classification for categorical outcomes (e.g., BBB penetration, CYP inhibition). Dataset: b3db_classification. The compound is ClC(Cl)Cl. The result is 1 (penetrates BBB).